This data is from Full USPTO retrosynthesis dataset with 1.9M reactions from patents (1976-2016). The task is: Predict the reactants needed to synthesize the given product. (1) Given the product [CH2:21]([O:23][C:24](=[O:27])[CH2:25][O:16][C:9]1[CH:10]=[CH:11][CH:12]=[CH:13][C:8]=1[O:7][CH:1]([CH2:2][CH2:3][CH3:4])[CH2:28][CH3:29])[CH3:22], predict the reactants needed to synthesize it. The reactants are: [CH2:1]([O:7][C:8]1[CH:9]=[C:10](O)[CH:11]=[CH:12][CH:13]=1)[CH2:2][CH2:3][CH2:4]CC.C([O-])([O-])=[O:16].[K+].[K+].[CH2:21]([O:23][C:24](=[O:27])[CH2:25]Br)[CH3:22].[CH3:28][C:29]#N. (2) Given the product [Cl:21][C:22]1[CH:27]=[CH:26][C:25]([S:28]([N:31]([CH2:40][C:41]2[CH:42]=[CH:43][C:44]([C:45]3[N:46]=[C:6]([CH2:5][O:4][C:1](=[O:3])[CH3:2])[O:8][N:47]=3)=[CH:49][CH:50]=2)[CH:32]2[CH2:38][CH2:37][CH2:36][CH2:35][NH:34][C:33]2=[O:39])(=[O:29])=[O:30])=[CH:24][CH:23]=1, predict the reactants needed to synthesize it. The reactants are: [C:1]([O:4][CH2:5][C:6]([OH:8])=O)(=[O:3])[CH3:2].C(N1C=CN=C1)(N1C=CN=C1)=O.[Cl:21][C:22]1[CH:27]=[CH:26][C:25]([S:28]([N:31]([CH2:40][C:41]2[CH:50]=[CH:49][C:44]([C:45]([NH:47]O)=[NH:46])=[CH:43][CH:42]=2)[CH:32]2[CH2:38][CH2:37][CH2:36][CH2:35][NH:34][C:33]2=[O:39])(=[O:30])=[O:29])=[CH:24][CH:23]=1.O. (3) The reactants are: [NH3:1].CS([C:6]1[N:11]=[C:10]([C:12]2[CH:13]=[C:14]3[CH:30]=[N:29][NH:28][C:15]3=[N:16][C:17]=2[C:18]2[CH:23]=[CH:22][CH:21]=[C:20]([C:24]([F:27])([F:26])[F:25])[CH:19]=2)[CH:9]=[CH:8][N:7]=1)(=O)=O. Given the product [NH2:1][C:6]1[N:11]=[C:10]([C:12]2[CH:13]=[C:14]3[CH:30]=[N:29][NH:28][C:15]3=[N:16][C:17]=2[C:18]2[CH:23]=[CH:22][CH:21]=[C:20]([C:24]([F:27])([F:26])[F:25])[CH:19]=2)[CH:9]=[CH:8][N:7]=1, predict the reactants needed to synthesize it. (4) Given the product [CH:1]1([NH:4][C:5](=[O:28])[C:6]2[CH:7]=[CH:8][C:9]([CH3:27])=[C:10]([C:12]3[CH:17]=[C:16]4[CH:20]=[N:19][N:18]([C:21]5[CH:26]=[CH:25][CH:24]=[CH:23][CH:22]=5)[C:15]4=[CH:14][N+:13]=3[O-:37])[CH:11]=2)[CH2:2][CH2:3]1, predict the reactants needed to synthesize it. The reactants are: [CH:1]1([NH:4][C:5](=[O:28])[C:6]2[CH:11]=[C:10]([C:12]3[CH:17]=[CH:16][C:15]4[N:18]([C:21]5[CH:26]=[CH:25][CH:24]=[CH:23][CH:22]=5)[N:19]=[CH:20][C:14]=4[N:13]=3)[C:9]([CH3:27])=[CH:8][CH:7]=2)[CH2:3][CH2:2]1.C1C=C(Cl)C=C(C(OO)=[O:37])C=1. (5) Given the product [Cl:1][C:2]1[CH:7]=[C:6](/[CH:8]=[CH:9]/[CH:10]([C:15]2[CH:20]=[C:19]([Cl:21])[C:18]([Cl:22])=[C:17]([Cl:23])[CH:16]=2)[C:11]([F:14])([F:13])[F:12])[CH:5]=[CH:4][C:3]=1[CH2:24][NH:25][C:34](=[O:39])[C:35]([O:37][CH3:38])=[O:36], predict the reactants needed to synthesize it. The reactants are: [Cl:1][C:2]1[CH:7]=[C:6](/[CH:8]=[CH:9]/[CH:10]([C:15]2[CH:20]=[C:19]([Cl:21])[C:18]([Cl:22])=[C:17]([Cl:23])[CH:16]=2)[C:11]([F:14])([F:13])[F:12])[CH:5]=[CH:4][C:3]=1[CH2:24][NH2:25].CCN(CC)CC.Cl[C:34](=[O:39])[C:35]([O:37][CH3:38])=[O:36]. (6) Given the product [C:18]([O:22][C:23](=[O:65])[N:24]([C@@H:47]([CH3:64])[C@H:48]([N:15]=[N+:16]=[N-:17])[C:50]1[CH:51]=[C:52]([C:60]([F:62])([F:61])[F:63])[CH:53]=[C:54]([C:56]([F:57])([F:58])[F:59])[CH:55]=1)[CH2:25][C:26]1[CH:31]=[C:30]([C:32]([F:33])([F:34])[F:35])[CH:29]=[CH:28][C:27]=1[C:97]1[CH:98]=[C:83]([CH:82]([CH3:81])[CH3:87])[CH:84]=[CH:79][C:101]=1[O:100][CH3:99])([CH3:19])([CH3:20])[CH3:21], predict the reactants needed to synthesize it. The reactants are: C1(P([N:15]=[N+:16]=[N-:17])(C2C=CC=CC=2)=O)C=CC=CC=1.[C:18]([O:22][C:23](=[O:65])[N:24]([C@@H:47]([CH3:64])[C@H:48]([C:50]1[CH:55]=[C:54]([C:56]([F:59])([F:58])[F:57])[CH:53]=[C:52]([C:60]([F:63])([F:62])[F:61])[CH:51]=1)O)[CH2:25][C:26]1[CH:31]=[C:30]([C:32]([F:35])([F:34])[F:33])[CH:29]=[CH:28][C:27]=1C1C=C(C(C)C)C=CC=1OC)([CH3:21])([CH3:20])[CH3:19].[CH:83]1[CH:84]=[CH:79]C(P([C:79]2[CH:84]=[CH:83][CH:82]=[CH:81]C=2)[C:83]2[CH:84]=[CH:79]C=[CH:81][CH:82]=2)=[CH:81][CH:82]=1.N(C(OCC)=O)=N[C:87](OCC)=O.[CH2:97]1[CH2:101][O:100][CH2:99][CH2:98]1. (7) Given the product [CH2:1]([O:8][C:9](=[O:26])[NH:10][C:11]1([CH3:25])[CH2:12][CH2:13][CH:14]([OH:17])[CH2:15][CH2:16]1)[C:2]1[CH:3]=[CH:4][CH:5]=[CH:6][CH:7]=1, predict the reactants needed to synthesize it. The reactants are: [CH2:1]([O:8][C:9](=[O:26])[NH:10][C:11]1([CH3:25])[CH2:16][CH2:15][CH:14]([O:17][Si](C(C)(C)C)(C)C)[CH2:13][CH2:12]1)[C:2]1[CH:7]=[CH:6][CH:5]=[CH:4][CH:3]=1.[F-].C([N+](CCCC)(CCCC)CCCC)CCC.